Dataset: Reaction yield outcomes from USPTO patents with 853,638 reactions. Task: Predict the reaction yield, written as a fraction of the theoretical maximum amount of product (1.0 means a 100% yield; for example, 0.34 means a 34% yield). The reactants are FC(F)(F)C(O)=O.[CH:8]([O:11][C:12]1[CH:17]=[CH:16][C:15]([N+:18]([O-:20])=[O:19])=[CH:14][C:13]=1[CH2:21][NH2:22])([CH3:10])[CH3:9].C(=O)(O)[O-].[Na+].[C:28](O[C:28]([O:30][C:31]([CH3:34])([CH3:33])[CH3:32])=[O:29])([O:30][C:31]([CH3:34])([CH3:33])[CH3:32])=[O:29]. The catalyst is O.C1COCC1.C(OCC)(=O)C. The product is [CH:8]([O:11][C:12]1[CH:17]=[CH:16][C:15]([N+:18]([O-:20])=[O:19])=[CH:14][C:13]=1[CH2:21][NH:22][C:28](=[O:29])[O:30][C:31]([CH3:34])([CH3:33])[CH3:32])([CH3:10])[CH3:9]. The yield is 0.880.